Predict the reaction yield, written as a fraction of the theoretical maximum amount of product (1.0 means a 100% yield; for example, 0.34 means a 34% yield). From a dataset of Reaction yield outcomes from USPTO patents with 853,638 reactions. (1) The reactants are [C:1]1([CH:7]2[CH2:16][C:15]3[CH:14]=[N:13][C:12]4[NH:17][N:18]=[CH:19][C:11]=4[C:10]=3[C:9]3[CH:20]=[CH:21][CH:22]=[CH:23][C:8]2=3)[CH:6]=[CH:5][CH:4]=[CH:3][CH:2]=1.[Br:24]N1C(=O)CCC1=O.O. The catalyst is ClCCl. The product is [Br:24][C:19]1[C:11]2[C:10]3[C:9]4[CH:20]=[CH:21][CH:22]=[CH:23][C:8]=4[CH:7]([C:1]4[CH:2]=[CH:3][CH:4]=[CH:5][CH:6]=4)[CH2:16][C:15]=3[CH:14]=[N:13][C:12]=2[NH:17][N:18]=1. The yield is 0.440. (2) The reactants are Br[CH2:2][C:3]1[CH:8]=[CH:7][CH:6]=[C:5]([N+:9]([O-:11])=[O:10])[CH:4]=1.[CH3:12][N:13]1[CH2:18][CH2:17][NH:16][CH2:15][CH2:14]1.C([O-])([O-])=O.[K+].[K+]. The catalyst is CN(C=O)C.O. The product is [CH3:12][N:13]1[CH2:18][CH2:17][N:16]([CH2:2][C:3]2[CH:8]=[CH:7][CH:6]=[C:5]([N+:9]([O-:11])=[O:10])[CH:4]=2)[CH2:15][CH2:14]1. The yield is 0.590. (3) The catalyst is ClCCCl. The reactants are C([NH:4][C@:5]1([C:22](NC(C)(C)C)=[O:23])[C@@H:9]([CH2:10][CH2:11][CH2:12][B:13]2[O:17]C(C)(C)C(C)(C)[O:14]2)[CH2:8][NH:7][CH2:6]1)(=O)C.[N:29]1[CH:34]=[CH:33][CH:32]=[CH:31][C:30]=1[CH:35]=O.S([O-])([O-])(=O)=[O:38].[Na+].[Na+].C(O)(=O)C.C(O[BH-](OC(=O)C)OC(=O)C)(=O)C.[Na+].C(=O)([O-])[O-].[Na+].[Na+]. The product is [NH2:4][C@:5]1([C:22]([OH:23])=[O:38])[C@@H:9]([CH2:10][CH2:11][CH2:12][B:13]([OH:14])[OH:17])[CH2:8][N:7]([CH2:35][C:30]2[CH:31]=[CH:32][CH:33]=[CH:34][N:29]=2)[CH2:6]1. The yield is 0.740.